Dataset: CYP2C9 inhibition data for predicting drug metabolism from PubChem BioAssay. Task: Regression/Classification. Given a drug SMILES string, predict its absorption, distribution, metabolism, or excretion properties. Task type varies by dataset: regression for continuous measurements (e.g., permeability, clearance, half-life) or binary classification for categorical outcomes (e.g., BBB penetration, CYP inhibition). Dataset: cyp2c9_veith. (1) The molecule is O=C1[C@H]2CC=C3[C@@H]([C@H](O)[C@H]4O[C@@H]4C34OCCCO4)[C@H]2C(=O)N1Cc1ccccc1. The result is 0 (non-inhibitor). (2) The molecule is CCC(C)(C)NC(=O)c1ccc2c(c1)N(CC(=O)OC)C(=O)C(C)(C)O2. The result is 1 (inhibitor).